Dataset: Forward reaction prediction with 1.9M reactions from USPTO patents (1976-2016). Task: Predict the product of the given reaction. (1) Given the reactants Cl.Cl.[N:3]1[CH:8]=[CH:7][CH:6]=[CH:5][C:4]=1[C:9](=[NH:13])OCC.[C:14]([CH2:16][C:17]([NH:19][NH2:20])=O)#[N:15].CO.[OH-].[Na+], predict the reaction product. The product is: [N:3]1[CH:8]=[CH:7][CH:6]=[CH:5][C:4]=1[C:9]1[N:13]=[C:17]([CH2:16][C:14]#[N:15])[NH:19][N:20]=1. (2) Given the reactants [OH2:1].[OH-].[Li+].C([C@H]1COC(=O)N1[C:17]([C:19]1([CH2:24][C:25]2[CH:26]=[N:27][C:28]([O:31][CH2:32][CH2:33][C:34]3[N:35]=[C:36]([C:40]4[CH:45]=[CH:44][CH:43]=[CH:42][CH:41]=4)[O:37][C:38]=3[CH3:39])=[CH:29][CH:30]=2)[CH2:23][CH2:22][CH2:21][O:20]1)=[O:18])C1C=CC=CC=1, predict the reaction product. The product is: [CH3:39][C:38]1[O:37][C:36]([C:40]2[CH:41]=[CH:42][CH:43]=[CH:44][CH:45]=2)=[N:35][C:34]=1[CH2:33][CH2:32][O:31][C:28]1[N:27]=[CH:26][C:25]([CH2:24][C:19]2([C:17]([OH:18])=[O:1])[CH2:23][CH2:22][CH2:21][O:20]2)=[CH:30][CH:29]=1. (3) The product is: [OH:2][C:3]1[CH:4]=[CH:5][C:6]2[C:10]([O:11][C:12]3[CH:17]=[CH:16][C:15](/[CH:18]=[CH:19]/[C:20]([O:22][CH3:23])=[O:21])=[CH:14][CH:13]=3)=[C:9]([C:24]3[CH:25]=[CH:26][C:27]([OH:30])=[CH:28][CH:29]=3)[S:8][C:7]=2[CH:32]=1. Given the reactants C[O:2][C:3]1[CH:4]=[CH:5][C:6]2[C:10]([O:11][C:12]3[CH:17]=[CH:16][C:15](/[CH:18]=[CH:19]/[C:20]([O:22][CH3:23])=[O:21])=[CH:14][CH:13]=3)=[C:9]([C:24]3[CH:29]=[CH:28][C:27]([O:30]C)=[CH:26][CH:25]=3)[S:8][C:7]=2[CH:32]=1.B(Br)(Br)Br, predict the reaction product. (4) Given the reactants [NH2:1][CH2:2][CH2:3][N:4]1[C:8](=[O:9])/[C:7](=[CH:10]/[C:11]2[CH:16]=[CH:15][C:14]([O:17][CH2:18][CH3:19])=[CH:13][CH:12]=2)/[S:6][C:5]1=[O:20].[C:21]([C:23]1[CH:28]=[CH:27][C:26]([S:29](Cl)(=[O:31])=[O:30])=[CH:25][CH:24]=1)#[N:22].CCN(C(C)C)C(C)C.C(OC1C=CC(/C=C2/C(=O)N(CCNC(=O)C)C(=O)S/2)=CC=1)C, predict the reaction product. The product is: [C:21]([C:23]1[CH:24]=[CH:25][C:26]([S:29]([NH:1][CH2:2][CH2:3][N:4]2[C:8](=[O:9])/[C:7](=[CH:10]/[C:11]3[CH:16]=[CH:15][C:14]([O:17][CH2:18][CH3:19])=[CH:13][CH:12]=3)/[S:6][C:5]2=[O:20])(=[O:31])=[O:30])=[CH:27][CH:28]=1)#[N:22].